This data is from Full USPTO retrosynthesis dataset with 1.9M reactions from patents (1976-2016). The task is: Predict the reactants needed to synthesize the given product. (1) The reactants are: C([C:3]1([C:12]2[CH:17]=[CH:16][C:15]([Br:18])=[CH:14][CH:13]=2)[N:11]2[CH:6]([CH2:7][CH2:8][CH2:9][CH2:10]2)[CH2:5][CH2:4]1)#N.C([BH3-])#N.[Na+].CN(C1C=CC(N=NC2C=CC(S(O)(=O)=O)=CC=2)=CC=1)C.Cl. Given the product [Br:18][C:15]1[CH:16]=[CH:17][C:12]([C@H:3]2[N:11]3[C@@H:6]([CH2:7][CH2:8][CH2:9][CH2:10]3)[CH2:5][CH2:4]2)=[CH:13][CH:14]=1, predict the reactants needed to synthesize it. (2) Given the product [N:13]12[CH2:17][CH:16]([CH2:15][CH2:14]1)[N:10]([C:7]1[N:8]=[CH:9][C:4]([NH2:1])=[CH:5][N:6]=1)[CH2:11][CH2:12]2, predict the reactants needed to synthesize it. The reactants are: [N+:1]([C:4]1[CH:5]=[N:6][C:7]([N:10]2[CH:16]3[CH2:17][N:13]([CH2:14][CH2:15]3)[CH2:12][CH2:11]2)=[N:8][CH:9]=1)([O-])=O. (3) The reactants are: COC1C=C(OC)C=CC=1C[N:6]1[C:10]2=[N:11][C:12]([C:21]3[O:22][CH:23]=[CH:24][CH:25]=3)=[C:13]([C:15]3[CH:20]=[CH:19][N:18]=[CH:17][N:16]=3)[CH:14]=[C:9]2[N:8]([CH3:26])[C:7]1=[O:27].FC(F)(F)C(O)=O.C1(SC)C=CC=CC=1. Given the product [O:22]1[CH:23]=[CH:24][CH:25]=[C:21]1[C:12]1[N:11]=[C:10]2[NH:6][C:7](=[O:27])[N:8]([CH3:26])[C:9]2=[CH:14][C:13]=1[C:15]1[CH:20]=[CH:19][N:18]=[CH:17][N:16]=1, predict the reactants needed to synthesize it. (4) Given the product [CH2:9]([O:8][C:6]([N:4]1[CH2:5][CH:2]([N:21]2[CH2:20][CH2:19][N:18]([C:23]([O:25][C:26]([CH3:29])([CH3:28])[CH3:27])=[O:24])[C@@H:17]([CH3:16])[CH2:22]2)[CH2:3]1)=[O:7])[C:10]1[CH:15]=[CH:14][CH:13]=[CH:12][CH:11]=1, predict the reactants needed to synthesize it. The reactants are: O=[C:2]1[CH2:5][N:4]([C:6]([O:8][CH2:9][C:10]2[CH:15]=[CH:14][CH:13]=[CH:12][CH:11]=2)=[O:7])[CH2:3]1.[CH3:16][C@H:17]1[CH2:22][NH:21][CH2:20][CH2:19][N:18]1[C:23]([O:25][C:26]([CH3:29])([CH3:28])[CH3:27])=[O:24].C(O[BH-](OC(=O)C)OC(=O)C)(=O)C.[Na+].C(=O)([O-])O.[Na+]. (5) Given the product [CH3:17][O:18][C:19]1[CH:27]=[C:26]2[C:22]([C:23](=[CH:1][C:3]3[NH:4][C:5]4[CH2:6][CH2:7][CH2:8][CH2:9][C:10]=4[C:11]=3[CH2:12][CH2:13][C:14]([OH:16])=[O:15])[C:24](=[O:28])[NH:25]2)=[CH:21][CH:20]=1, predict the reactants needed to synthesize it. The reactants are: [CH:1]([C:3]1[NH:4][C:5]2[CH2:6][CH2:7][CH2:8][CH2:9][C:10]=2[C:11]=1[CH2:12][CH2:13][C:14]([OH:16])=[O:15])=O.[CH3:17][O:18][C:19]1[CH:27]=[C:26]2[C:22]([CH2:23][C:24](=[O:28])[NH:25]2)=[CH:21][CH:20]=1.N1CCCCC1.C(O)(=O)C. (6) Given the product [N:1]1([CH2:6][C:7]2[CH:8]=[C:9]([C:13]3[O:14][C:15]4[C:21]([C:22]([NH2:27])=[O:24])=[CH:20][CH:19]=[CH:18][C:16]=4[N:17]=3)[CH:10]=[CH:11][CH:12]=2)[CH2:2][CH2:3][CH2:4][CH2:5]1, predict the reactants needed to synthesize it. The reactants are: [N:1]1([CH2:6][C:7]2[CH:8]=[C:9]([C:13]3[O:14][C:15]4[C:21]([C:22]([O:24]C)=O)=[CH:20][CH:19]=[CH:18][C:16]=4[N:17]=3)[CH:10]=[CH:11][CH:12]=2)[CH2:5][CH2:4][CH2:3][CH2:2]1.O.[NH4+:27]. (7) Given the product [Si:55]([O:54][CH:42]([CH:43]=[O:66])[CH2:48][O:4][C@H:5]1[CH2:6][CH2:7][C@H:8]([N:11]2[C:16](=[O:17])[C:15]([CH2:18][C:19]3[CH:20]=[CH:21][C:22]([C:25]4[C:26]([C:31]#[N:32])=[CH:27][CH:28]=[CH:29][CH:30]=4)=[CH:23][CH:24]=3)=[C:14]([CH2:33][CH2:34][CH3:35])[N:13]3[N:36]=[CH:37][N:38]=[C:12]23)[CH2:9][CH2:10]1)([C:58]([CH3:61])([CH3:60])[CH3:59])([CH3:57])[CH3:56], predict the reactants needed to synthesize it. The reactants are: OC(C=C)C[O:4][C@H:5]1[CH2:10][CH2:9][C@H:8]([N:11]2[C:16](=[O:17])[C:15]([CH2:18][C:19]3[CH:24]=[CH:23][C:22]([C:25]4[C:26]([C:31]#[N:32])=[CH:27][CH:28]=[CH:29][CH:30]=4)=[CH:21][CH:20]=3)=[C:14]([CH2:33][CH2:34][CH3:35])[N:13]3[N:36]=[CH:37][N:38]=[C:12]23)[CH2:7][CH2:6]1.N1C(C)=CC=[CH:43][C:42]=1[CH3:48].FC(F)(F)S([O:54][Si:55]([C:58]([CH3:61])([CH3:60])[CH3:59])([CH3:57])[CH3:56])(=O)=O.Cl.I([O-])(=O)(=O)=[O:66].[Na+].